Dataset: Forward reaction prediction with 1.9M reactions from USPTO patents (1976-2016). Task: Predict the product of the given reaction. Given the reactants [CH3:1][C:2]1[N:3]([CH2:11][C:12]([O:14][CH2:15][CH3:16])=[O:13])[C:4]2[CH2:5][CH2:6][CH2:7][CH2:8][C:9]=2[CH:10]=1.[Cl-].C([Al+]CC)C.[N:23]1([S:28]([C:31]2[CH:39]=[CH:38][C:34]([C:35](Cl)=[O:36])=[CH:33][CH:32]=2)(=[O:30])=[O:29])[CH2:27][CH2:26][CH2:25][CH2:24]1.Cl, predict the reaction product. The product is: [CH3:1][C:2]1[N:3]([CH2:11][C:12]([O:14][CH2:15][CH3:16])=[O:13])[C:4]2[CH2:5][CH2:6][CH2:7][CH2:8][C:9]=2[C:10]=1[C:35](=[O:36])[C:34]1[CH:38]=[CH:39][C:31]([S:28]([N:23]2[CH2:27][CH2:26][CH2:25][CH2:24]2)(=[O:30])=[O:29])=[CH:32][CH:33]=1.